Dataset: NCI-60 drug combinations with 297,098 pairs across 59 cell lines. Task: Regression. Given two drug SMILES strings and cell line genomic features, predict the synergy score measuring deviation from expected non-interaction effect. (1) Drug 1: CC(C1=C(C=CC(=C1Cl)F)Cl)OC2=C(N=CC(=C2)C3=CN(N=C3)C4CCNCC4)N. Drug 2: CC1=CC2C(CCC3(C2CCC3(C(=O)C)OC(=O)C)C)C4(C1=CC(=O)CC4)C. Cell line: NCI-H322M. Synergy scores: CSS=-5.64, Synergy_ZIP=2.71, Synergy_Bliss=-2.56, Synergy_Loewe=-8.96, Synergy_HSA=-7.47. (2) Drug 1: C1=CC(=CC=C1CCCC(=O)O)N(CCCl)CCCl. Drug 2: C1=NC2=C(N=C(N=C2N1C3C(C(C(O3)CO)O)O)F)N. Cell line: MDA-MB-231. Synergy scores: CSS=21.8, Synergy_ZIP=-8.45, Synergy_Bliss=-8.77, Synergy_Loewe=-6.39, Synergy_HSA=-6.02. (3) Drug 1: CN1C(=O)N2C=NC(=C2N=N1)C(=O)N. Drug 2: CS(=O)(=O)CCNCC1=CC=C(O1)C2=CC3=C(C=C2)N=CN=C3NC4=CC(=C(C=C4)OCC5=CC(=CC=C5)F)Cl. Cell line: HCC-2998. Synergy scores: CSS=-1.27, Synergy_ZIP=3.59, Synergy_Bliss=4.68, Synergy_Loewe=-0.720, Synergy_HSA=-2.35. (4) Cell line: OVCAR-5. Drug 2: CCCCCOC(=O)NC1=NC(=O)N(C=C1F)C2C(C(C(O2)C)O)O. Drug 1: CCC(=C(C1=CC=CC=C1)C2=CC=C(C=C2)OCCN(C)C)C3=CC=CC=C3.C(C(=O)O)C(CC(=O)O)(C(=O)O)O. Synergy scores: CSS=0.0690, Synergy_ZIP=4.84, Synergy_Bliss=0.0725, Synergy_Loewe=-6.91, Synergy_HSA=-0.929. (5) Drug 1: C1=CC(=CC=C1C#N)C(C2=CC=C(C=C2)C#N)N3C=NC=N3. Drug 2: C1CNP(=O)(OC1)N(CCCl)CCCl. Cell line: NCI-H522. Synergy scores: CSS=-3.38, Synergy_ZIP=-0.0499, Synergy_Bliss=-3.34, Synergy_Loewe=-3.24, Synergy_HSA=-3.84. (6) Drug 1: CC1=C2C(C(=O)C3(C(CC4C(C3C(C(C2(C)C)(CC1OC(=O)C(C(C5=CC=CC=C5)NC(=O)OC(C)(C)C)O)O)OC(=O)C6=CC=CC=C6)(CO4)OC(=O)C)OC)C)OC. Drug 2: C1CC(=O)NC(=O)C1N2C(=O)C3=CC=CC=C3C2=O. Cell line: HCT116. Synergy scores: CSS=23.5, Synergy_ZIP=-11.5, Synergy_Bliss=-20.7, Synergy_Loewe=-56.4, Synergy_HSA=-20.4.